From a dataset of Catalyst prediction with 721,799 reactions and 888 catalyst types from USPTO. Predict which catalyst facilitates the given reaction. (1) Reactant: [Cl:1][C:2]1[CH:3]=[C:4]([CH:9]=[CH:10][CH:11]=1)[C:5]([O:7]O)=[O:6]. Product: [Cl:1][C:2]1[CH:3]=[C:4]([CH:9]=[CH:10][CH:11]=1)[C:5]([OH:7])=[O:6]. The catalyst class is: 2. (2) Reactant: [O:1]=[C:2]1[C:7]([CH2:8][C:9]2[CH:14]=[CH:13][C:12]([C:15]3[C:16]([C:21]#[N:22])=[CH:17][CH:18]=[CH:19][CH:20]=3)=[CH:11][CH:10]=2)=[C:6]([CH2:23][CH2:24][CH3:25])[N:5]2[N:26]=[CH:27][N:28]=[C:4]2[N:3]1[C@H:29]1[CH2:34][CH2:33][C@H:32]([O:35][CH2:36][C:37](=[O:40])[CH:38]=[CH2:39])[CH2:31][CH2:30]1.[Cl-].[Ce+3].[Cl-].[Cl-].[BH4-].[Na+].[Cl-].[NH4+]. Product: [OH:40][CH:37]([CH:38]=[CH2:39])[CH2:36][O:35][C@H:32]1[CH2:33][CH2:34][C@H:29]([N:3]2[C:2](=[O:1])[C:7]([CH2:8][C:9]3[CH:14]=[CH:13][C:12]([C:15]4[C:16]([C:21]#[N:22])=[CH:17][CH:18]=[CH:19][CH:20]=4)=[CH:11][CH:10]=3)=[C:6]([CH2:23][CH2:24][CH3:25])[N:5]3[N:26]=[CH:27][N:28]=[C:4]23)[CH2:30][CH2:31]1. The catalyst class is: 111.